This data is from CYP3A4 inhibition data for predicting drug metabolism from PubChem BioAssay. The task is: Regression/Classification. Given a drug SMILES string, predict its absorption, distribution, metabolism, or excretion properties. Task type varies by dataset: regression for continuous measurements (e.g., permeability, clearance, half-life) or binary classification for categorical outcomes (e.g., BBB penetration, CYP inhibition). Dataset: cyp3a4_veith. (1) The compound is N#CC[N+]1(Cc2ccccn2)CCCC1.O=S(=O)(O)c1ccccc1. The result is 0 (non-inhibitor). (2) The molecule is CCC(Sc1ncccc1C(=O)O)C(=O)N1CCOCC1. The result is 0 (non-inhibitor). (3) The compound is COc1cc(/C=C2/C(=N)N3C=CSC3=NC2=O)ccc1OCCCOc1ccccc1C. The result is 1 (inhibitor). (4) The result is 0 (non-inhibitor). The drug is CC(=O)N[C@@H]1CONC1=O. (5) The drug is O=c1[nH]c2[nH]c(=S)[nH]c(=S)c2[nH]1. The result is 0 (non-inhibitor). (6) The compound is NCCn1c(=O)c(CCc2ccccc2)nc2cncnc21. The result is 1 (inhibitor). (7) The drug is CCOc1ccc(NC(=O)CCSc2nnc(C)s2)cc1. The result is 0 (non-inhibitor).